This data is from Forward reaction prediction with 1.9M reactions from USPTO patents (1976-2016). The task is: Predict the product of the given reaction. (1) Given the reactants [Cl:1][C:2]1[CH:3]=[C:4]([CH:14]=[CH:15][C:16]=1[Cl:17])[O:5][CH:6]1[CH2:12][CH:11]2[NH:13][CH:8]([CH2:9][CH2:10]2)[CH2:7]1.Br[CH2:19][C:20]([O:22][CH2:23][CH3:24])=[O:21].C(N(CC)CC)C.[OH2:32], predict the reaction product. The product is: [C:4]([OH:32])(=[O:5])/[CH:14]=[CH:19]/[C:20]([OH:22])=[O:21].[CH2:23]([O:22][C:20](=[O:21])[CH2:19][N:13]1[CH:8]2[CH2:9][CH2:10][CH:11]1[CH2:12][CH:6]([O:5][C:4]1[CH:14]=[CH:15][C:16]([Cl:17])=[C:2]([Cl:1])[CH:3]=1)[CH2:7]2)[CH3:24]. (2) Given the reactants [CH:1]1([NH:8][C:9]2[O:10][CH2:11][C:12]3[CH:18]=[C:17]([NH2:19])[CH:16]=[CH:15][C:13]=3[N:14]=2)[CH2:7][CH2:6][CH2:5][CH2:4][CH2:3][CH2:2]1.[CH:20]([C:22]1[S:23][CH:24]=[CH:25][N:26]=1)=O, predict the reaction product. The product is: [CH:1]1([NH:8][C:9]2[O:10][CH2:11][C:12]3[CH:18]=[C:17]([NH:19][CH2:20][C:22]4[S:23][CH:24]=[CH:25][N:26]=4)[CH:16]=[CH:15][C:13]=3[N:14]=2)[CH2:2][CH2:3][CH2:4][CH2:5][CH2:6][CH2:7]1.